From a dataset of Reaction yield outcomes from USPTO patents with 853,638 reactions. Predict the reaction yield, written as a fraction of the theoretical maximum amount of product (1.0 means a 100% yield; for example, 0.34 means a 34% yield). (1) The reactants are C(=O)([O-])[O-].[Cs+].[Cs+].[NH:7]1[CH:11]=[N:10][CH:9]=[N:8]1.CC1C=CC(S(O[CH2:23][C@@H:24]2[C@@H:29]([OH:30])[C@H:28]([OH:31])[C@@H:27]([OH:32])[C@H:26]([C:33]3[CH:38]=[CH:37][C:36]([Cl:39])=[C:35]([CH2:40][C:41]4[S:42][C:43]([C:46]5[O:47][CH:48]=[CH:49][CH:50]=5)=[CH:44][N:45]=4)[CH:34]=3)[O:25]2)(=O)=O)=CC=1.O. The catalyst is CN(C=O)C. The product is [N:7]1([CH2:23][C@@H:24]2[C@@H:29]([OH:30])[C@H:28]([OH:31])[C@H:27]([OH:32])[C@H:26]([C:33]3[CH:38]=[CH:37][C:36]([Cl:39])=[C:35]([CH2:40][C:41]4[S:42][C:43]([C:46]5[O:47][CH:48]=[CH:49][CH:50]=5)=[CH:44][N:45]=4)[CH:34]=3)[O:25]2)[CH:11]=[N:10][CH:9]=[N:8]1. The yield is 0.140. (2) The reactants are [F:1][C:2]([F:6])([F:5])[CH2:3][OH:4].[H-].[Na+].[NH2:9][C:10]1[N:15]=[C:14](Cl)[CH:13]=[C:12]([C:17]([F:20])([F:19])[F:18])[N:11]=1. The catalyst is C1COCC1. The product is [NH2:9][C:10]1[N:15]=[C:14]([O:4][CH2:3][C:2]([F:6])([F:5])[F:1])[CH:13]=[C:12]([C:17]([F:20])([F:18])[F:19])[N:11]=1. The yield is 0.740. (3) The reactants are [Br:1][C:2]1[C:3](=[O:27])[N:4]([C:19]2[O:23][C:22]([C:24](O)=[O:25])=[CH:21][CH:20]=2)[C:5]([CH3:18])=[CH:6][C:7]=1[O:8][CH2:9][C:10]1[CH:15]=[CH:14][C:13]([F:16])=[CH:12][C:11]=1[F:17].ClC1N=C(OC)N=C(OC)[N:30]=1.CN1CCOCC1.[OH-].[NH4+]. The catalyst is C1COCC1.[Cl-].[Na+].O. The product is [Br:1][C:2]1[C:3](=[O:27])[N:4]([C:19]2[O:23][C:22]([C:24]([NH2:30])=[O:25])=[CH:21][CH:20]=2)[C:5]([CH3:18])=[CH:6][C:7]=1[O:8][CH2:9][C:10]1[CH:15]=[CH:14][C:13]([F:16])=[CH:12][C:11]=1[F:17]. The yield is 0.710. (4) The reactants are [CH2:1]([N:4]1[CH2:7][CH:6]([C:8]2[CH:13]=[CH:12][C:11]([NH2:14])=[CH:10][CH:9]=2)[CH2:5]1)[CH2:2][CH3:3].[F:15][CH2:16][C@H:17]([C:19]1[CH:24]=[CH:23][C:22]([S:25](Cl)(=[O:27])=[O:26])=[CH:21][CH:20]=1)[CH3:18]. The catalyst is C(Cl)Cl.N1C=CC=CC=1. The product is [F:15][CH2:16][C@H:17]([C:19]1[CH:24]=[CH:23][C:22]([S:25]([NH:14][C:11]2[CH:10]=[CH:9][C:8]([CH:6]3[CH2:5][N:4]([CH2:1][CH2:2][CH3:3])[CH2:7]3)=[CH:13][CH:12]=2)(=[O:27])=[O:26])=[CH:21][CH:20]=1)[CH3:18]. The yield is 0.220. (5) The reactants are C(OC(=O)[N:7]([S:13]([C:16]1[CH:21]=[C:20]([Cl:22])[C:19]([O:23][C:24]2[CH:25]=[N:26][C:27](Cl)=[CH:28][C:29]=2[C:30]2[CH:31]=[N:32][CH:33]=[N:34][CH:35]=2)=[CH:18][C:17]=1[F:37])(=[O:15])=[O:14])[C:8]1[N:9]=[CH:10][S:11][CH:12]=1)(C)(C)C.[F:39][C:40]1[CH:41]=[C:42](B(O)O)[CH:43]=[CH:44][CH:45]=1.C([O-])([O-])=O.[Na+].[Na+].O. The catalyst is CN(C)C=O.C1C=CC([P]([Pd]([P](C2C=CC=CC=2)(C2C=CC=CC=2)C2C=CC=CC=2)([P](C2C=CC=CC=2)(C2C=CC=CC=2)C2C=CC=CC=2)[P](C2C=CC=CC=2)(C2C=CC=CC=2)C2C=CC=CC=2)(C2C=CC=CC=2)C2C=CC=CC=2)=CC=1. The product is [Cl:22][C:20]1[C:19]([O:23][C:24]2[CH:25]=[N:26][C:27]([C:44]3[CH:43]=[CH:42][CH:41]=[C:40]([F:39])[CH:45]=3)=[CH:28][C:29]=2[C:30]2[CH:31]=[N:32][CH:33]=[N:34][CH:35]=2)=[CH:18][C:17]([F:37])=[C:16]([S:13]([NH:7][C:8]2[N:9]=[CH:10][S:11][CH:12]=2)(=[O:15])=[O:14])[CH:21]=1. The yield is 0.270. (6) The reactants are [CH2:1]([C:3]1[CH:4]=[CH:5][C:6]([CH:9]=[CH2:10])=[N:7][CH:8]=1)[CH3:2].BrN1C(=[O:17])CCC1=O.C([O-])([O-])=O.[K+].[K+].CO. The catalyst is CS(C)=O.O. The product is [CH2:1]([C:3]1[CH:4]=[CH:5][C:6]([CH:9]2[CH2:10][O:17]2)=[N:7][CH:8]=1)[CH3:2]. The yield is 0.800. (7) The reactants are [C:1]([O:5][C:6]([N:8]1[CH2:13][CH2:12][CH2:11][CH:10]([C:14]2[CH:19]=[CH:18][C:17]([NH:20][C:21]3[N:26]=[C:25]([CH2:27][CH2:28][C:29]4[CH:34]=[CH:33][CH:32]=[CH:31][C:30]=4[CH2:35][C:36]([O-])=[O:37])[C:24]([C:39]([F:42])([F:41])[F:40])=[CH:23][N:22]=3)=[CH:16][CH:15]=2)[CH2:9]1)=[O:7])([CH3:4])([CH3:3])[CH3:2].[Li+].O[N:45]1C2C=CC=CC=2N=N1.CCN=C=NCCCN(C)C.Cl.C(N(CC)C(C)C)(C)C.C(=O)([O-])[O-].[NH4+].[NH4+]. The catalyst is C1COCC1.CN(C=O)C. The product is [NH2:45][C:36](=[O:37])[CH2:35][C:30]1[CH:31]=[CH:32][CH:33]=[CH:34][C:29]=1[CH2:28][CH2:27][C:25]1[C:24]([C:39]([F:40])([F:41])[F:42])=[CH:23][N:22]=[C:21]([NH:20][C:17]2[CH:18]=[CH:19][C:14]([CH:10]3[CH2:11][CH2:12][CH2:13][N:8]([C:6]([O:5][C:1]([CH3:4])([CH3:2])[CH3:3])=[O:7])[CH2:9]3)=[CH:15][CH:16]=2)[N:26]=1. The yield is 0.770.